This data is from NCI-60 drug combinations with 297,098 pairs across 59 cell lines. The task is: Regression. Given two drug SMILES strings and cell line genomic features, predict the synergy score measuring deviation from expected non-interaction effect. (1) Drug 1: CC1=C(C=C(C=C1)C(=O)NC2=CC(=CC(=C2)C(F)(F)F)N3C=C(N=C3)C)NC4=NC=CC(=N4)C5=CN=CC=C5. Drug 2: CC1=C2C(C(=O)C3(C(CC4C(C3C(C(C2(C)C)(CC1OC(=O)C(C(C5=CC=CC=C5)NC(=O)C6=CC=CC=C6)O)O)OC(=O)C7=CC=CC=C7)(CO4)OC(=O)C)O)C)OC(=O)C. Cell line: EKVX. Synergy scores: CSS=7.86, Synergy_ZIP=1.42, Synergy_Bliss=5.35, Synergy_Loewe=-17.3, Synergy_HSA=-3.43. (2) Drug 1: C1=C(C(=O)NC(=O)N1)N(CCCl)CCCl. Drug 2: C1CC(=O)NC(=O)C1N2C(=O)C3=CC=CC=C3C2=O. Cell line: DU-145. Synergy scores: CSS=21.6, Synergy_ZIP=0.830, Synergy_Bliss=1.06, Synergy_Loewe=-11.3, Synergy_HSA=-0.172. (3) Drug 1: C1=CC=C(C(=C1)C(C2=CC=C(C=C2)Cl)C(Cl)Cl)Cl. Drug 2: CC1CCC2CC(C(=CC=CC=CC(CC(C(=O)C(C(C(=CC(C(=O)CC(OC(=O)C3CCCCN3C(=O)C(=O)C1(O2)O)C(C)CC4CCC(C(C4)OC)O)C)C)O)OC)C)C)C)OC. Cell line: IGROV1. Synergy scores: CSS=25.8, Synergy_ZIP=8.56, Synergy_Bliss=13.3, Synergy_Loewe=8.22, Synergy_HSA=10.1. (4) Drug 1: C1=CC=C(C(=C1)C(C2=CC=C(C=C2)Cl)C(Cl)Cl)Cl. Drug 2: C1CCC(C(C1)N)N.C(=O)(C(=O)[O-])[O-].[Pt+4]. Cell line: HL-60(TB). Synergy scores: CSS=31.9, Synergy_ZIP=3.42, Synergy_Bliss=-0.649, Synergy_Loewe=-45.6, Synergy_HSA=-8.09. (5) Drug 1: CN(CCCl)CCCl.Cl. Drug 2: C1CNP(=O)(OC1)N(CCCl)CCCl. Cell line: KM12. Synergy scores: CSS=31.6, Synergy_ZIP=-6.67, Synergy_Bliss=0.897, Synergy_Loewe=-44.9, Synergy_HSA=0.515. (6) Drug 1: C(=O)(N)NO. Drug 2: CN(CCCl)CCCl.Cl. Cell line: HCT-15. Synergy scores: CSS=38.4, Synergy_ZIP=-3.88, Synergy_Bliss=-1.73, Synergy_Loewe=-26.4, Synergy_HSA=-1.27. (7) Drug 1: CC12CCC3C(C1CCC2O)C(CC4=C3C=CC(=C4)O)CCCCCCCCCS(=O)CCCC(C(F)(F)F)(F)F. Drug 2: COC1=C2C(=CC3=C1OC=C3)C=CC(=O)O2. Cell line: A549. Synergy scores: CSS=-2.29, Synergy_ZIP=1.63, Synergy_Bliss=1.13, Synergy_Loewe=-1.02, Synergy_HSA=-1.69. (8) Drug 1: CC1C(C(CC(O1)OC2CC(OC(C2O)C)OC3=CC4=CC5=C(C(=O)C(C(C5)C(C(=O)C(C(C)O)O)OC)OC6CC(C(C(O6)C)O)OC7CC(C(C(O7)C)O)OC8CC(C(C(O8)C)O)(C)O)C(=C4C(=C3C)O)O)O)O. Drug 2: CN(CCCl)CCCl.Cl. Cell line: SF-268. Synergy scores: CSS=52.8, Synergy_ZIP=5.39, Synergy_Bliss=11.9, Synergy_Loewe=-20.3, Synergy_HSA=-2.24. (9) Drug 1: CC1=C(C(CCC1)(C)C)C=CC(=CC=CC(=CC(=O)O)C)C. Drug 2: CS(=O)(=O)CCNCC1=CC=C(O1)C2=CC3=C(C=C2)N=CN=C3NC4=CC(=C(C=C4)OCC5=CC(=CC=C5)F)Cl. Cell line: HOP-62. Synergy scores: CSS=0.854, Synergy_ZIP=-4.63, Synergy_Bliss=-9.10, Synergy_Loewe=-5.65, Synergy_HSA=-6.62. (10) Drug 1: C1=CC(=CC=C1CCC2=CNC3=C2C(=O)NC(=N3)N)C(=O)NC(CCC(=O)O)C(=O)O. Cell line: CAKI-1. Synergy scores: CSS=28.9, Synergy_ZIP=-7.54, Synergy_Bliss=-2.36, Synergy_Loewe=-0.614, Synergy_HSA=0.453. Drug 2: C1CN(CCN1C(=O)CCBr)C(=O)CCBr.